From a dataset of Reaction yield outcomes from USPTO patents with 853,638 reactions. Predict the reaction yield, written as a fraction of the theoretical maximum amount of product (1.0 means a 100% yield; for example, 0.34 means a 34% yield). (1) The reactants are [CH:1]1([CH2:4][CH2:5][O:6][C:7]2[CH:19]=[CH:18][C:10]([C:11]([NH:13][CH2:14][C:15]([OH:17])=[O:16])=[O:12])=[CH:9][CH:8]=2)[CH2:3][CH2:2]1.O[C:21]1C=CC(C(OC)=O)=CC=1.C1(CCCO)CC1. No catalyst specified. The product is [CH:3]1([CH2:1][CH2:4][CH2:5][O:6][C:7]2[CH:8]=[CH:9][C:10]([C:11]([NH:13][CH2:14][C:15]([OH:17])=[O:16])=[O:12])=[CH:18][CH:19]=2)[CH2:2][CH2:21]1. The yield is 0.510. (2) The reactants are [Br:1][C:2]1[C:3]([CH2:10][OH:11])=[C:4]([OH:9])[C:5]([OH:8])=[CH:6][CH:7]=1.[C:12]1([CH:18](OC)OC)[CH:17]=[CH:16][CH:15]=[CH:14][CH:13]=1.CC1C=CC(S(O)(=O)=O)=CC=1.O. The catalyst is C1COCC1.C(Cl)Cl. The product is [Br:1][C:2]1[C:3]2[CH2:10][O:11][CH:18]([C:12]3[CH:17]=[CH:16][CH:15]=[CH:14][CH:13]=3)[O:9][C:4]=2[C:5]([OH:8])=[CH:6][CH:7]=1. The yield is 0.560. (3) The reactants are [CH3:1][O:2][C:3]1[CH:4]=[C:5]2[C:10](=[CH:11][C:12]=1[O:13][CH3:14])[N:9]=[CH:8][CH:7]=[C:6]2[OH:15].C(Cl)Cl.N1C(C)=CC=CC=1C.[F:27][C:28]([F:34])([F:33])[S:29](Cl)(=[O:31])=[O:30]. The catalyst is CN(C)C1C=CN=CC=1.O. The product is [CH3:1][O:2][C:3]1[CH:4]=[C:5]2[C:10](=[CH:11][C:12]=1[O:13][CH3:14])[N:9]=[CH:8][CH:7]=[C:6]2[O:15][S:29]([C:28]([F:34])([F:33])[F:27])(=[O:31])=[O:30]. The yield is 0.800. (4) The reactants are [Br:1][CH2:2][CH2:3][CH2:4][CH2:5][C:6](Cl)=[O:7].C=[CH:10][CH2:11][CH:12]([OH:16])[CH2:13][CH:14]=[CH2:15].[CH2:17](N(CC)CC)C. The product is [Br:1][CH2:2][CH2:3][CH2:4][CH2:5][C:6]([O:16][CH:12]([CH:11]=[CH2:10])[CH2:13][CH2:14][CH:15]=[CH2:17])=[O:7]. The yield is 0.480. The catalyst is C(Cl)Cl. (5) The reactants are [N:1]1[C:8]([Cl:9])=[N:7][C:5]([Cl:6])=[N:4][C:2]=1Cl.C(=O)([O-])[O-].[K+].[K+].[Cl:16][C:17]1[CH:23]=[CH:22][C:20]([NH2:21])=[CH:19][CH:18]=1.C(OCC)(=O)C. The catalyst is C1(C)C=CC=CC=1.C1OCCOCCOCCOCCOCCOC1. The product is [Cl:16][C:17]1[CH:23]=[CH:22][C:20]([NH:21][C:2]2[N:1]=[C:8]([Cl:9])[N:7]=[C:5]([Cl:6])[N:4]=2)=[CH:19][CH:18]=1. The yield is 0.530.